From a dataset of Full USPTO retrosynthesis dataset with 1.9M reactions from patents (1976-2016). Predict the reactants needed to synthesize the given product. (1) Given the product [NH2:13][C@@H:11]1[CH2:10][NH:9][C@H:8]([C:1]([OH:3])=[O:2])[CH2:12]1, predict the reactants needed to synthesize it. The reactants are: [C:1]([C@@:8]1(C(O)=O)[CH2:12][C@H:11]([NH2:13])[CH2:10][N:9]1C(OCC1C2C(=CC=CC=2)C2C1=CC=CC=2)=O)([O:3]C(C)(C)C)=[O:2].C(NCC)C. (2) Given the product [CH3:1][O:2][C:3]1[C:11]2[C:6](=[CH:7][CH:8]=[C:9]([N+:12]([O-:14])=[O:13])[CH:10]=2)[N:5]([CH2:16][CH2:17][O:18][CH3:19])[N:4]=1, predict the reactants needed to synthesize it. The reactants are: [CH3:1][O:2][C:3]1[C:11]2[C:6](=[CH:7][CH:8]=[C:9]([N+:12]([O-:14])=[O:13])[CH:10]=2)[NH:5][N:4]=1.Br[CH2:16][CH2:17][O:18][CH3:19].CN(C=O)C.[H-].[Na+]. (3) Given the product [C:35]([NH:34][S:31]([C:28]1[CH:27]=[CH:26][C:25]([C:23](=[O:24])/[CH:22]=[CH:21]/[C:4]2[CH:5]=[C:6]([C:11]3[N:12]([CH3:20])[C:13]4[C:18]([CH:19]=3)=[CH:17][CH:16]=[CH:15][CH:14]=4)[C:7]([O:9][CH3:10])=[CH:8][C:3]=2[O:2][CH3:1])=[CH:30][CH:29]=1)(=[O:33])=[O:32])(=[O:39])[CH2:36][CH2:37][CH3:38], predict the reactants needed to synthesize it. The reactants are: [CH3:1][O:2][C:3]1[CH:8]=[C:7]([O:9][CH3:10])[C:6]([C:11]2[N:12]([CH3:20])[C:13]3[C:18]([CH:19]=2)=[CH:17][CH:16]=[CH:15][CH:14]=3)=[CH:5][C:4]=1[CH:21]=[CH:22][C:23]([C:25]1[CH:30]=[CH:29][C:28]([S:31]([NH2:34])(=[O:33])=[O:32])=[CH:27][CH:26]=1)=[O:24].[C:35](O[C:35](=[O:39])[CH2:36][CH2:37][CH3:38])(=[O:39])[CH2:36][CH2:37][CH3:38].C(N(CC)CC)C.O. (4) Given the product [F:31][C:22]1[CH:23]=[C:24]([S:27]([CH3:30])(=[O:29])=[O:28])[CH:25]=[CH:26][C:21]=1[O:20][C@H:17]1[CH2:18][CH2:19][N:15]([CH:12]2[CH2:13][CH2:14][N:9]([C:7]3[S:6][N:5]=[C:4]([C:41]4[O:45][CH:44]=[N:43][CH:42]=4)[N:8]=3)[CH2:10][CH2:11]2)[C:16]1=[O:32], predict the reactants needed to synthesize it. The reactants are: [F-].[Cs+].Br[C:4]1[N:8]=[C:7]([N:9]2[CH2:14][CH2:13][CH:12]([N:15]3[CH2:19][CH2:18][C@H:17]([O:20][C:21]4[CH:26]=[CH:25][C:24]([S:27]([CH3:30])(=[O:29])=[O:28])=[CH:23][C:22]=4[F:31])[C:16]3=[O:32])[CH2:11][CH2:10]2)[S:6][N:5]=1.CC1(C)C(C)(C)OB([C:41]2[O:45][CH:44]=[N:43][CH:42]=2)O1. (5) Given the product [CH3:23][O:24][C:25]([CH:21]1[CH2:22][C:14]([C:15]#[N:16])([C:11]2[CH:12]=[CH:13][C:8]([F:7])=[CH:9][CH:10]=2)[CH2:3][CH2:2][C:1]1=[O:4])=[O:18], predict the reactants needed to synthesize it. The reactants are: [C:1](OC)(=[O:4])[CH:2]=[CH2:3].[F:7][C:8]1[CH:13]=[CH:12][C:11]([CH2:14][C:15]#[N:16])=[CH:10][CH:9]=1.C[O-:18].[Na+].Cl.[CH2:21]1[CH2:25][O:24][CH2:23][CH2:22]1. (6) Given the product [CH2:29]([NH:31][C:3](=[O:28])[C:4]1[CH:9]=[CH:8][C:7]([O:10][CH2:11][C:12]2[C:13]([C:21]3[CH:26]=[CH:25][C:24]([F:27])=[CH:23][CH:22]=3)=[N:14][O:15][C:16]=2[C:17]([F:20])([F:18])[F:19])=[N:6][CH:5]=1)[CH3:30], predict the reactants needed to synthesize it. The reactants are: CO[C:3](=[O:28])[C:4]1[CH:9]=[CH:8][C:7]([O:10][CH2:11][C:12]2[C:13]([C:21]3[CH:26]=[CH:25][C:24]([F:27])=[CH:23][CH:22]=3)=[N:14][O:15][C:16]=2[C:17]([F:20])([F:19])[F:18])=[N:6][CH:5]=1.[CH2:29]([NH2:31])[CH3:30]. (7) Given the product [CH2:1]([C:5]1[N:10]2[N:11]=[CH:12][CH:13]=[C:9]2[N:8]([C@H:14]2[CH2:23][CH2:22][C@H:17]([OH:18])[CH2:16][CH2:15]2)[C:7](=[O:24])[C:6]=1[CH2:25][C:26]1[CH:27]=[CH:28][C:29]([C:32]2[C:33]([C:38]#[N:39])=[CH:34][CH:35]=[CH:36][CH:37]=2)=[CH:30][CH:31]=1)[CH2:2][CH2:3][CH3:4], predict the reactants needed to synthesize it. The reactants are: [CH2:1]([C:5]1[N:10]2[N:11]=[CH:12][CH:13]=[C:9]2[N:8]([CH:14]2[CH2:23][CH2:22][C:17]3(OCC[O:18]3)[CH2:16][CH2:15]2)[C:7](=[O:24])[C:6]=1[CH2:25][C:26]1[CH:31]=[CH:30][C:29]([C:32]2[C:33]([C:38]#[N:39])=[CH:34][CH:35]=[CH:36][CH:37]=2)=[CH:28][CH:27]=1)[CH2:2][CH2:3][CH3:4].Cl.[OH-].[Na+]. (8) Given the product [CH:21]1([C@@H:27]([OH:28])[CH2:29][N:9]2[C:10]3[C:2]([CH3:1])=[CH:3][C:4]([CH3:18])=[CH:5][C:6]=3[C:7]3[C@@H:17]4[N:13]([CH2:12][CH2:11][C:8]2=3)[CH2:14][CH2:15][CH2:16]4)[CH2:26][CH2:25][CH2:24][CH2:23][CH2:22]1, predict the reactants needed to synthesize it. The reactants are: [CH3:1][C:2]1[C:10]2[NH:9][C:8]3[CH2:11][CH2:12][N:13]4[C@@H:17]([C:7]=3[C:6]=2[CH:5]=[C:4]([CH3:18])[CH:3]=1)[CH2:16][CH2:15][CH2:14]4.[H-].[Na+].[CH:21]1([CH:27]2[CH2:29][O:28]2)[CH2:26][CH2:25][CH2:24][CH2:23][CH2:22]1.